This data is from TCR-epitope binding with 47,182 pairs between 192 epitopes and 23,139 TCRs. The task is: Binary Classification. Given a T-cell receptor sequence (or CDR3 region) and an epitope sequence, predict whether binding occurs between them. (1) The epitope is AYAQKIFKI. The TCR CDR3 sequence is CSVGTGVSEAFF. Result: 0 (the TCR does not bind to the epitope). (2) The epitope is GTITSGWTF. The TCR CDR3 sequence is CASSLYRGTEAFF. Result: 1 (the TCR binds to the epitope). (3) The epitope is SEVGPEHSLAEY. The TCR CDR3 sequence is CASSLPGTGLFADTQYF. Result: 1 (the TCR binds to the epitope). (4) The epitope is VSFIEFVGW. The TCR CDR3 sequence is CSVVGEQGAMYNYGYTF. Result: 0 (the TCR does not bind to the epitope).